Dataset: Catalyst prediction with 721,799 reactions and 888 catalyst types from USPTO. Task: Predict which catalyst facilitates the given reaction. (1) Reactant: Br[C:2]1[N:16]([CH2:17][C:18]2[CH:23]=[CH:22][C:21]([F:24])=[CH:20][CH:19]=2)[C:5]2=[CH:6][N:7]=[C:8]([C:11]([O:13][CH2:14][CH3:15])=[O:12])[C:9]([OH:10])=[C:4]2[C:3]=1Br. Product: [F:24][C:21]1[CH:20]=[CH:19][C:18]([CH2:17][N:16]2[C:5]3=[CH:6][N:7]=[C:8]([C:11]([O:13][CH2:14][CH3:15])=[O:12])[C:9]([OH:10])=[C:4]3[CH:3]=[CH:2]2)=[CH:23][CH:22]=1. The catalyst class is: 29. (2) The catalyst class is: 119. Product: [CH3:1][N:2]1[CH2:18][CH2:17][C:5]2[N:6]([CH2:14][CH2:15][NH:16][C:25]([CH:19]3[CH2:24][CH2:23][CH2:22][CH2:21][CH2:20]3)=[O:26])[C:7]3[CH:8]=[CH:9][C:10]([CH3:13])=[CH:11][C:12]=3[C:4]=2[CH2:3]1. Reactant: [CH3:1][N:2]1[CH2:18][CH2:17][C:5]2[N:6]([CH2:14][CH2:15][NH2:16])[C:7]3[CH:8]=[CH:9][C:10]([CH3:13])=[CH:11][C:12]=3[C:4]=2[CH2:3]1.[CH:19]1([C:25](O)=[O:26])[CH2:24][CH2:23][CH2:22][CH2:21][CH2:20]1.C1(N=C=NC2CCCCC2)CCCCC1. (3) Reactant: [C:1]([C:3]1[CH:4]=[C:5]([N:10]([C:14]2[N:15]([CH2:25][C:26]3[CH:31]=[C:30]([NH:32]CC4C=CC(OC)=CC=4)[N:29]=[C:28]([F:42])[CH:27]=3)[C:16](=[O:24])[NH:17][C:18](=[O:23])[C:19]=2[CH:20]([CH3:22])[CH3:21])[C:11](=[O:13])[CH3:12])[CH:6]=[C:7]([CH3:9])[CH:8]=1)#[N:2].C(O)(=O)C.[N+]([O-])([O-])=O.[NH4+]. Product: [NH2:32][C:30]1[CH:31]=[C:26]([CH2:25][N:15]2[C:14]([N:10]([C:5]3[CH:6]=[C:7]([CH3:9])[CH:8]=[C:3]([C:1]#[N:2])[CH:4]=3)[C:11](=[O:13])[CH3:12])=[C:19]([CH:20]([CH3:22])[CH3:21])[C:18](=[O:23])[NH:17][C:16]2=[O:24])[CH:27]=[C:28]([F:42])[N:29]=1. The catalyst class is: 47. (4) Reactant: [CH3:1][S:2]([CH3:5])(=[NH:4])=[O:3].[N+:6]([C:9]1[CH:14]=[CH:13][C:12]([N:15]=[C:16]=[O:17])=[CH:11][CH:10]=1)([O-:8])=[O:7]. Product: [CH3:1][S:2]([CH3:5])(=[N:4][C:16](=[O:17])[NH:15][C:12]1[CH:11]=[CH:10][C:9]([N+:6]([O-:8])=[O:7])=[CH:14][CH:13]=1)=[O:3]. The catalyst class is: 10. (5) The catalyst class is: 28. Reactant: [H-].[H-].[H-].[H-].[Li+].[Al+3].[C:7]1([C:14]#[N:15])([C:12]#[N:13])[CH2:11][CH2:10][CH2:9][CH2:8]1. Product: [NH2:13][CH2:12][C:7]1([CH2:14][NH2:15])[CH2:11][CH2:10][CH2:9][CH2:8]1. (6) Reactant: [Cl:1][C:2]1[CH:3]=[C:4]([C:9]2([OH:21])[CH2:13][CH2:12][N:11](C(OC(C)(C)C)=O)[CH2:10]2)[CH:5]=[C:6]([F:8])[CH:7]=1.FC(F)(F)C(O)=O.C(=O)([O-])[O-].[Na+].[Na+]. Product: [Cl:1][C:2]1[CH:3]=[C:4]([C:9]2([OH:21])[CH2:13][CH2:12][NH:11][CH2:10]2)[CH:5]=[C:6]([F:8])[CH:7]=1. The catalyst class is: 4.